From a dataset of Forward reaction prediction with 1.9M reactions from USPTO patents (1976-2016). Predict the product of the given reaction. (1) The product is: [Cl:1][C:2]1[C:3]([CH:9]=[O:10])=[N:4][CH:5]=[C:6]([O:12][CH3:11])[N:7]=1. Given the reactants [Cl:1][C:2]1[C:3]([CH:9]=[O:10])=[N:4][CH:5]=[C:6](Cl)[N:7]=1.[CH3:11][O-:12].[Na+], predict the reaction product. (2) The product is: [C:77]([CH2:79][C:80]([N:4]1[CH2:5][CH2:6][C@H:7]([O:8][C:9]2[CH:16]=[CH:15][C:14]([C:17]3[N:22]=[C:21]([NH:23][C:24]4[CH:29]=[CH:28][C:27]([N:30]5[CH2:35][CH2:34][CH:33]([N:36]6[CH2:41][CH2:40][O:39][CH2:38][CH2:37]6)[CH2:32][CH2:31]5)=[C:26]([O:42][CH3:43])[CH:25]=4)[N:20]=[CH:19][N:18]=3)=[CH:13][C:10]=2[C:11]#[N:12])[C@H:2]([F:1])[CH2:3]1)=[O:81])#[N:78]. Given the reactants [F:1][C@H:2]1[C@@H:7]([O:8][C:9]2[CH:16]=[CH:15][C:14]([C:17]3[N:22]=[C:21]([NH:23][C:24]4[CH:29]=[CH:28][C:27]([N:30]5[CH2:35][CH2:34][CH:33]([N:36]6[CH2:41][CH2:40][O:39][CH2:38][CH2:37]6)[CH2:32][CH2:31]5)=[C:26]([O:42][CH3:43])[CH:25]=4)[N:20]=[CH:19][N:18]=3)=[CH:13][C:10]=2[C:11]#[N:12])[CH2:6][CH2:5][NH:4][CH2:3]1.C(N(CC)C(C)C)(C)C.CN(C(ON1N=NC2C=CC=NC1=2)=[N+](C)C)C.F[P-](F)(F)(F)(F)F.[C:77]([CH2:79][C:80](O)=[O:81])#[N:78], predict the reaction product. (3) Given the reactants BrC1C=CC(C(C2(O)CCCCC2)CN2CCN(C)CC2)=CC=1.C1(C)C=CC(B(O)O)=CC=1.[CH3:34][C:35]1[CH:40]=[CH:39][C:38]([C:41]2[CH:46]=[CH:45][C:44]([CH:47]([C:56]3([OH:62])[CH2:61][CH2:60][CH2:59][CH2:58][CH2:57]3)[CH2:48][N:49]3[CH2:54][CH2:53][N:52]([CH3:55])[CH2:51][CH2:50]3)=[CH:43][CH:42]=2)=[CH:37][CH:36]=1.[ClH:63], predict the reaction product. The product is: [ClH:63].[ClH:63].[CH3:34][C:35]1[CH:40]=[CH:39][C:38]([C:41]2[CH:42]=[CH:43][C:44]([CH:47]([C:56]3([OH:62])[CH2:61][CH2:60][CH2:59][CH2:58][CH2:57]3)[CH2:48][N:49]3[CH2:54][CH2:53][N:52]([CH3:55])[CH2:51][CH2:50]3)=[CH:45][CH:46]=2)=[CH:37][CH:36]=1.